From a dataset of Full USPTO retrosynthesis dataset with 1.9M reactions from patents (1976-2016). Predict the reactants needed to synthesize the given product. (1) Given the product [CH3:1][O:2][C:3]1[CH:14]=[C:6]2[N:7]=[CH:8][C:9]([NH2:11])=[CH:10][N:5]2[N:4]=1, predict the reactants needed to synthesize it. The reactants are: [CH3:1][O:2][C:3]1[CH:14]=[C:6]2[N:7]=[CH:8][C:9]([N+:11]([O-])=O)=[CH:10][N:5]2[N:4]=1. (2) Given the product [F:20][C:17]([F:18])([F:19])[C:14]1[CH:13]=[CH:12][C:11]([C:8]2([OH:21])[CH2:9][CH2:10][NH:6][CH2:7]2)=[CH:16][CH:15]=1, predict the reactants needed to synthesize it. The reactants are: C(OC([N:6]1[CH2:10][CH2:9][C:8]([OH:21])([C:11]2[CH:16]=[CH:15][C:14]([C:17]([F:20])([F:19])[F:18])=[CH:13][CH:12]=2)[CH2:7]1)=O)C.[OH-].[K+]. (3) Given the product [CH3:1][O:2][C:3]1[CH:4]=[C:5]2[C:10](=[CH:11][C:12]=1[O:13][CH3:14])[N:9]=[CH:8][CH:7]=[C:6]2[O:15][C:16]1[CH:22]=[CH:21][C:19]([NH:20][C:29]([NH:37][C:38]2[CH:39]=[CH:40][CH:41]=[C:42]([CH3:44])[N:43]=2)=[O:35])=[C:18]([CH3:23])[C:17]=1[CH3:24], predict the reactants needed to synthesize it. The reactants are: [CH3:1][O:2][C:3]1[CH:4]=[C:5]2[C:10](=[CH:11][C:12]=1[O:13][CH3:14])[N:9]=[CH:8][CH:7]=[C:6]2[O:15][C:16]1[CH:22]=[CH:21][C:19]([NH2:20])=[C:18]([CH3:23])[C:17]=1[CH3:24].ClC(Cl)(O[C:29](=[O:35])OC(Cl)(Cl)Cl)Cl.[NH2:37][C:38]1[N:43]=[C:42]([CH3:44])[CH:41]=[CH:40][CH:39]=1.CO. (4) The reactants are: [F:1][C:2]1[CH:7]=[CH:6][C:5]([CH3:8])=[CH:4][C:3]=1[C:9]1[O:13][N:12]=[C:11]([CH:14]([OH:16])[CH3:15])[CH:10]=1.C(N(CC)CC)C.[CH3:24][S:25](Cl)(=[O:27])=[O:26]. Given the product [F:1][C:2]1[CH:7]=[CH:6][C:5]([CH3:8])=[CH:4][C:3]=1[C:9]1[O:13][N:12]=[C:11]([CH:14]([O:16][S:25]([CH3:24])(=[O:27])=[O:26])[CH3:15])[CH:10]=1, predict the reactants needed to synthesize it. (5) Given the product [NH2:1][C:2]1[C:3]([C:7]2[N:9]([CH2:10][CH:11]([CH3:13])[CH3:12])[CH:15]=[C:16]([C:17]([O:19][CH2:20][CH3:21])=[O:18])[N:8]=2)=[N:4][O:5][N:6]=1, predict the reactants needed to synthesize it. The reactants are: [NH2:1][C:2]1[C:3]([C:7]([NH:9][CH2:10][CH:11]([CH3:13])[CH3:12])=[NH:8])=[N:4][O:5][N:6]=1.Br[CH2:15][C:16](=O)[C:17]([O:19][CH2:20][CH3:21])=[O:18].C(=O)(O)[O-].[Na+]. (6) The reactants are: Br[C:2]1[CH:14]=[C:13]2[C:5]([C:6]3[CH:7]=[CH:8][N:9]=[CH:10][C:11]=3[NH:12]2)=[CH:4][CH:3]=1.[C:15]([Cu])#[N:16]. Given the product [C:15]([C:2]1[CH:14]=[C:13]2[C:5]([C:6]3[CH:7]=[CH:8][N:9]=[CH:10][C:11]=3[NH:12]2)=[CH:4][CH:3]=1)#[N:16], predict the reactants needed to synthesize it.